Predict the product of the given reaction. From a dataset of Forward reaction prediction with 1.9M reactions from USPTO patents (1976-2016). (1) Given the reactants [C:1]([N:4]([C@H:21]1[C:30]2[C:25](=[CH:26][CH:27]=[CH:28][CH:29]=2)[N:24]([C:31](=[O:40])[C:32]2[CH:37]=[CH:36][C:35]([O:38][CH3:39])=[CH:34][CH:33]=2)[C@@H:23]([CH3:41])[CH2:22]1)[C:5]1[CH:13]=[CH:12][CH:11]=[C:10]2[C:6]=1[CH:7]=[CH:8][N:9]2C(OC(C)(C)C)=O)(=[O:3])[CH3:2], predict the reaction product. The product is: [NH:9]1[C:10]2[C:6](=[C:5]([N:4]([C@H:21]3[C:30]4[C:25](=[CH:26][CH:27]=[CH:28][CH:29]=4)[N:24]([C:31](=[O:40])[C:32]4[CH:37]=[CH:36][C:35]([O:38][CH3:39])=[CH:34][CH:33]=4)[C@@H:23]([CH3:41])[CH2:22]3)[C:1](=[O:3])[CH3:2])[CH:13]=[CH:12][CH:11]=2)[CH:7]=[CH:8]1. (2) Given the reactants [F:1][C:2]1[CH:3]=[C:4]([C@@H:8]2[N:12]([C:13]3[CH:18]=[CH:17][N:16]4[N:19]=[CH:20][C:21]([C:22]([O:24]CC)=[O:23])=[C:15]4[N:14]=3)[C@@:11]([CH2:28][OH:29])([CH3:27])[CH2:10][CH2:9]2)[CH:5]=[N:6][CH:7]=1.[OH-].[Na+].Cl, predict the reaction product. The product is: [F:1][C:2]1[CH:3]=[C:4]([C@@H:8]2[N:12]([C:13]3[CH:18]=[CH:17][N:16]4[N:19]=[CH:20][C:21]([C:22]([OH:24])=[O:23])=[C:15]4[N:14]=3)[C@@:11]([CH2:28][OH:29])([CH3:27])[CH2:10][CH2:9]2)[CH:5]=[N:6][CH:7]=1. (3) Given the reactants [C:1]1([C:20]2[CH:25]=[CH:24][CH:23]=[CH:22][CH:21]=2)[CH:6]=[CH:5][CH:4]=[CH:3][C:2]=1[CH2:7][C:8]1[NH:9][C:10](=[O:19])[C:11]([OH:18])=[C:12]([C:14](OC)=[O:15])[N:13]=1.[F:26][C:27]1[CH:34]=[CH:33][C:30]([CH2:31][NH2:32])=[CH:29][CH:28]=1, predict the reaction product. The product is: [F:26][C:27]1[CH:34]=[CH:33][C:30]([CH2:31][NH:32][C:14]([C:12]2[N:13]=[C:8]([CH2:7][C:2]3[CH:3]=[CH:4][CH:5]=[CH:6][C:1]=3[C:20]3[CH:25]=[CH:24][CH:23]=[CH:22][CH:21]=3)[NH:9][C:10](=[O:19])[C:11]=2[OH:18])=[O:15])=[CH:29][CH:28]=1. (4) Given the reactants Br[C:2]1[CH:3]=[C:4]([CH:28]=[CH:29][CH:30]=1)[CH2:5][N:6]1[C:14]2[C:9](=[CH:10][C:11]([NH:15][C:16]3[N:24]=[CH:23][C:22]([CH:25]4[CH2:27][CH2:26]4)=[CH:21][C:17]=3[C:18]([OH:20])=[O:19])=[CH:12][CH:13]=2)[CH:8]=[CH:7]1.[CH3:31][O:32][CH2:33]/[CH:34]=[CH:35]/B1OC(C)(C)C(C)(C)O1.P([O-])([O-])([O-])=O.[K+].[K+].[K+].Cl, predict the reaction product. The product is: [CH:25]1([C:22]2[CH:23]=[N:24][C:16]([NH:15][C:11]3[CH:10]=[C:9]4[C:14](=[CH:13][CH:12]=3)[N:6]([CH2:5][C:4]3[CH:28]=[CH:29][CH:30]=[C:2](/[CH:35]=[CH:34]/[CH2:33][O:32][CH3:31])[CH:3]=3)[CH:7]=[CH:8]4)=[C:17]([CH:21]=2)[C:18]([OH:20])=[O:19])[CH2:27][CH2:26]1. (5) Given the reactants Br[C:2]1[C:3]([O:28][CH3:29])=[C:4]([CH:10]([NH:12][C:13]2[N:21]=[CH:20][N:19]=[C:18]3[C:14]=2[N:15]=[CH:16][N:17]3[CH:22]2[CH2:27][CH2:26][CH2:25][CH2:24][O:23]2)[CH3:11])[CH:5]=[C:6]([Cl:9])[C:7]=1[CH3:8].[CH3:30][N:31]1[CH:35]=[C:34](B2OC(C)(C)C(C)(C)O2)[CH:33]=[C:32]1[C:45]([O:47][CH2:48][C:49]1[CH:54]=[CH:53][CH:52]=[CH:51][CH:50]=1)=[O:46].C(=O)([O-])[O-].[Na+].[Na+].O1CCOCC1, predict the reaction product. The product is: [Cl:9][C:6]1[C:7]([CH3:8])=[C:2]([C:34]2[CH:33]=[C:32]([C:45]([O:47][CH2:48][C:49]3[CH:54]=[CH:53][CH:52]=[CH:51][CH:50]=3)=[O:46])[N:31]([CH3:30])[CH:35]=2)[C:3]([O:28][CH3:29])=[C:4]([CH:10]([NH:12][C:13]2[N:21]=[CH:20][N:19]=[C:18]3[C:14]=2[N:15]=[CH:16][N:17]3[CH:22]2[CH2:27][CH2:26][CH2:25][CH2:24][O:23]2)[CH3:11])[CH:5]=1. (6) Given the reactants Cl[CH2:2][C:3]1[CH:4]=[CH:5][C:6]([O:9][C:10]2[CH:15]=[CH:14][C:13]([C:16]([F:19])([F:18])[F:17])=[CH:12][CH:11]=2)=[N:7][CH:8]=1.[C-:20]#[N:21].[Na+], predict the reaction product. The product is: [F:17][C:16]([F:19])([F:18])[C:13]1[CH:14]=[CH:15][C:10]([O:9][C:6]2[N:7]=[CH:8][C:3]([CH2:2][C:20]#[N:21])=[CH:4][CH:5]=2)=[CH:11][CH:12]=1.